This data is from Forward reaction prediction with 1.9M reactions from USPTO patents (1976-2016). The task is: Predict the product of the given reaction. (1) Given the reactants C[O:2][CH:3]=[C:4]1[CH2:9][CH2:8][C:7]2([C:13]3[CH:14]=[CH:15][CH:16]=[CH:17][C:12]=3[CH2:11][O:10]2)[CH2:6][CH2:5]1.C1(C)C=CC(S(O)(=O)=O)=CC=1, predict the reaction product. The product is: [C:7]12([C:13]3[CH:14]=[CH:15][CH:16]=[CH:17][C:12]=3[CH2:11][O:10]1)[CH2:8][CH2:9][CH:4]([CH:3]=[O:2])[CH2:5][CH2:6]2. (2) Given the reactants C12(CS(O)(=O)=O)C(C)(C)C(CC1)CC2=O.[CH2:16]([O:23][CH2:24][C@H:25]([NH:28][C@@H:29]([CH3:43])[CH:30]([O:37][CH2:38]C(C)(C)C)[O:31][CH2:32][C:33]([CH3:36])([CH3:35])[CH3:34])CO)[C:17]1[CH:22]=[CH:21][CH:20]=[CH:19][CH:18]=1, predict the reaction product. The product is: [CH2:16]([O:23][CH2:24][C@@H:25]1[NH:28][C@@H:29]([CH3:43])[C@@H:30]([O:31][CH2:32][C:33]([CH3:34])([CH3:35])[CH3:36])[O:37][CH2:38]1)[C:17]1[CH:18]=[CH:19][CH:20]=[CH:21][CH:22]=1.[CH2:16]([O:23][CH2:24][C@@H:25]1[NH:28][C@@H:29]([CH3:43])[C@H:30]([O:31][CH2:32][C:33]([CH3:34])([CH3:35])[CH3:36])[O:37][CH2:38]1)[C:17]1[CH:18]=[CH:19][CH:20]=[CH:21][CH:22]=1. (3) Given the reactants O[C:2]1([C:17]2[C:25]([OH:26])=[CH:24][C:20]3[O:21][CH2:22][O:23][C:19]=3[CH:18]=2)[C:6]2=[N:7][CH:8]=[CH:9][CH:10]=[C:5]2[N:4]([CH2:11][CH2:12][CH2:13][CH2:14][CH3:15])[C:3]1=[O:16].OC1(C2C(O)=CC3OCOC=3C=2)C2C(=NC=CC=2)N(CCCCC)C1=O, predict the reaction product. The product is: [OH:26][C:25]1[C:17]([CH:2]2[C:6]3=[N:7][CH:8]=[CH:9][CH:10]=[C:5]3[N:4]([CH2:11][CH2:12][CH2:13][CH2:14][CH3:15])[C:3]2=[O:16])=[CH:18][C:19]2[O:23][CH2:22][O:21][C:20]=2[CH:24]=1. (4) The product is: [CH2:30]([O:29][C:28]1[C:27]2[C:22](=[CH:23][CH:24]=[C:25]([C:34]3[S:35][CH:44]=[C:45]([C:46]([O:48][CH2:49][CH3:50])=[O:47])[N:36]=3)[CH:26]=2)[C:21](=[O:37])[N:20]([CH2:38][CH:39]([CH3:41])[CH3:40])[C:19]=1[CH2:18][NH:17][C:16]([O:15][CH2:14][CH:12]1[C:11]2[CH:10]=[CH:9][CH:8]=[CH:7][C:6]=2[C:5]2[C:13]1=[CH:1][CH:2]=[CH:3][CH:4]=2)=[O:42])[CH2:31][CH2:32][CH3:33]. Given the reactants [CH:1]1[C:13]2[CH:12]([CH2:14][O:15][C:16](=[O:42])[NH:17][CH2:18][C:19]3[N:20]([CH2:38][CH:39]([CH3:41])[CH3:40])[C:21](=[O:37])[C:22]4[C:27]([C:28]=3[O:29][CH2:30][CH2:31][CH2:32][CH3:33])=[CH:26][C:25]([C:34]([NH2:36])=[S:35])=[CH:24][CH:23]=4)[C:11]3[C:6](=[CH:7][CH:8]=[CH:9][CH:10]=3)[C:5]=2[CH:4]=[CH:3][CH:2]=1.Br[CH2:44][C:45](=O)[C:46]([O:48][CH2:49][CH3:50])=[O:47].O, predict the reaction product. (5) Given the reactants C[O-].[Na+].O1CCNC1=O.[C:10](=O)([O:13][CH3:14])[O:11]C.[CH2:16]([N:23]1[CH2:27][C@@H:26]([C:28]2[CH:33]=[CH:32][C:31]([Cl:34])=[CH:30][N:29]=2)[C@H:25](C(O)=O)[CH2:24]1)[C:17]1[CH:22]=[CH:21][CH:20]=[CH:19][CH:18]=1, predict the reaction product. The product is: [CH2:16]([N:23]1[CH2:27][C@@H:26]([C:28]2[CH:33]=[CH:32][C:31]([Cl:34])=[CH:30][N:29]=2)[C@H:25]([C:10]([O:13][CH3:14])=[O:11])[CH2:24]1)[C:17]1[CH:18]=[CH:19][CH:20]=[CH:21][CH:22]=1. (6) Given the reactants Br[C:2]1[C:14]2[C:13]3[C:8](=[CH:9][C:10]([C:15]([OH:18])([CH3:17])[CH3:16])=[CH:11][CH:12]=3)[NH:7][C:6]=2[C:5]([C:19]([NH2:21])=[O:20])=[CH:4][C:3]=1[Cl:22].[Cl:23][C:24]1[C:29](B2OC(C)(C)C(C)(C)O2)=[CH:28][CH:27]=[CH:26][C:25]=1[N:39]1[C:48](=[O:49])[C:47]2[C:42](=[C:43]([F:50])[CH:44]=[CH:45][CH:46]=2)[N:41]([CH3:51])[C:40]1=[O:52].CCO.C([O-])([O-])=O.[Na+].[Na+], predict the reaction product. The product is: [Cl:22][C:3]1[CH:4]=[C:5]([C:19]([NH2:21])=[O:20])[C:6]2[NH:7][C:8]3[C:13]([C:14]=2[C:2]=1[C:29]1[CH:28]=[CH:27][CH:26]=[C:25]([N:39]2[C:48](=[O:49])[C:47]4[C:42](=[C:43]([F:50])[CH:44]=[CH:45][CH:46]=4)[N:41]([CH3:51])[C:40]2=[O:52])[C:24]=1[Cl:23])=[CH:12][CH:11]=[C:10]([C:15]([OH:18])([CH3:17])[CH3:16])[CH:9]=3. (7) Given the reactants [CH:1]([SiH:4]([CH:6]([CH3:8])[CH3:7])[Cl:5])([CH3:3])[CH3:2].[Cl-].[Al+3].[Cl-].[Cl-].[CH3:13][C:14](=[C:16]([CH3:18])[CH3:17])[CH3:15].C1(OC)C=CC=CC=1, predict the reaction product. The product is: [C:14]([Si:4]([CH:6]([CH3:8])[CH3:7])([CH:1]([CH3:3])[CH3:2])[Cl:5])([CH:16]([CH3:18])[CH3:17])([CH3:15])[CH3:13].